From a dataset of NCI-60 drug combinations with 297,098 pairs across 59 cell lines. Regression. Given two drug SMILES strings and cell line genomic features, predict the synergy score measuring deviation from expected non-interaction effect. (1) Drug 1: CC(CN1CC(=O)NC(=O)C1)N2CC(=O)NC(=O)C2. Drug 2: CC1C(C(CC(O1)OC2CC(OC(C2O)C)OC3=CC4=CC5=C(C(=O)C(C(C5)C(C(=O)C(C(C)O)O)OC)OC6CC(C(C(O6)C)O)OC7CC(C(C(O7)C)O)OC8CC(C(C(O8)C)O)(C)O)C(=C4C(=C3C)O)O)O)O. Cell line: UACC-257. Synergy scores: CSS=5.62, Synergy_ZIP=1.24, Synergy_Bliss=3.67, Synergy_Loewe=2.03, Synergy_HSA=2.31. (2) Drug 1: CC1=C(C=C(C=C1)C(=O)NC2=CC(=CC(=C2)C(F)(F)F)N3C=C(N=C3)C)NC4=NC=CC(=N4)C5=CN=CC=C5. Drug 2: CC1CCCC2(C(O2)CC(NC(=O)CC(C(C(=O)C(C1O)C)(C)C)O)C(=CC3=CSC(=N3)C)C)C. Cell line: SF-268. Synergy scores: CSS=34.4, Synergy_ZIP=3.90, Synergy_Bliss=2.71, Synergy_Loewe=-19.8, Synergy_HSA=0.151. (3) Drug 1: CC1C(C(=O)NC(C(=O)N2CCCC2C(=O)N(CC(=O)N(C(C(=O)O1)C(C)C)C)C)C(C)C)NC(=O)C3=C4C(=C(C=C3)C)OC5=C(C(=O)C(=C(C5=N4)C(=O)NC6C(OC(=O)C(N(C(=O)CN(C(=O)C7CCCN7C(=O)C(NC6=O)C(C)C)C)C)C(C)C)C)N)C. Drug 2: CC1=C(C(CCC1)(C)C)C=CC(=CC=CC(=CC(=O)O)C)C. Cell line: T-47D. Synergy scores: CSS=13.0, Synergy_ZIP=4.62, Synergy_Bliss=2.67, Synergy_Loewe=7.89, Synergy_HSA=4.29. (4) Drug 1: C1=NC(=NC(=O)N1C2C(C(C(O2)CO)O)O)N. Drug 2: CC1CCC2CC(C(=CC=CC=CC(CC(C(=O)C(C(C(=CC(C(=O)CC(OC(=O)C3CCCCN3C(=O)C(=O)C1(O2)O)C(C)CC4CCC(C(C4)OC)OCCO)C)C)O)OC)C)C)C)OC. Cell line: KM12. Synergy scores: CSS=9.89, Synergy_ZIP=-4.18, Synergy_Bliss=-4.54, Synergy_Loewe=-3.29, Synergy_HSA=-2.32. (5) Drug 1: C1=NC2=C(N=C(N=C2N1C3C(C(C(O3)CO)O)O)F)N. Drug 2: CC1=C(C(=CC=C1)Cl)NC(=O)C2=CN=C(S2)NC3=CC(=NC(=N3)C)N4CCN(CC4)CCO. Cell line: UO-31. Synergy scores: CSS=3.09, Synergy_ZIP=-2.41, Synergy_Bliss=-0.0622, Synergy_Loewe=-0.827, Synergy_HSA=-0.109.